From a dataset of Reaction yield outcomes from USPTO patents with 853,638 reactions. Predict the reaction yield, written as a fraction of the theoretical maximum amount of product (1.0 means a 100% yield; for example, 0.34 means a 34% yield). (1) The reactants are [CH2:1]([CH:8]1[CH2:13][CH2:12][N:11]([CH2:14][CH2:15][CH2:16][NH:17][C:18]2[CH:19]=[N:20][CH:21]=[CH:22][CH:23]=2)[CH2:10][CH2:9]1)[C:2]1[CH:7]=[CH:6][CH:5]=[CH:4][CH:3]=1.C(N(CC)CC)C.[C:31]([N:34]1[CH2:39][CH2:38][CH:37]([C:40]([Cl:42])=[O:41])[CH2:36][CH2:35]1)(=[O:33])[CH3:32].C([O-])(O)=O.[Na+]. The catalyst is CCOC(C)=O. The product is [ClH:42].[C:31]([N:34]1[CH2:35][CH2:36][CH:37]([C:40]([N:17]([CH2:16][CH2:15][CH2:14][N:11]2[CH2:10][CH2:9][CH:8]([CH2:1][C:2]3[CH:7]=[CH:6][CH:5]=[CH:4][CH:3]=3)[CH2:13][CH2:12]2)[C:18]2[CH:19]=[N:20][CH:21]=[CH:22][CH:23]=2)=[O:41])[CH2:38][CH2:39]1)(=[O:33])[CH3:32]. The yield is 0.390. (2) The reactants are [CH3:1][O:2][C:3](=[O:18])/[CH:4]=[CH:5]\[C:6]([C:9]1[CH:14]=[CH:13][CH:12]=[C:11]([O:15][CH3:16])[C:10]=1[F:17])([CH3:8])[CH3:7]. The catalyst is C(O)C.[Pd]. The product is [CH3:1][O:2][C:3](=[O:18])[CH2:4][CH2:5][C:6]([C:9]1[CH:14]=[CH:13][CH:12]=[C:11]([O:15][CH3:16])[C:10]=1[F:17])([CH3:8])[CH3:7]. The yield is 0.834. (3) The reactants are Cl[CH2:2][CH2:3][CH2:4][S:5]([O:8][CH2:9][CH2:10][CH2:11][CH3:12])(=[O:7])=[O:6].[Li]CCCC.[CH2:18](Cl)[O:19][CH2:20][C:21]1[CH:26]=[CH:25][CH:24]=[CH:23][CH:22]=1. No catalyst specified. The product is [CH2:20]([O:19][CH2:18][C:4]1([S:5]([O:8][CH2:9][CH2:10][CH2:11][CH3:12])(=[O:7])=[O:6])[CH2:2][CH2:3]1)[C:21]1[CH:26]=[CH:25][CH:24]=[CH:23][CH:22]=1. The yield is 0.800. (4) The reactants are [Br:1][C:2]1[C:7]2[O:8][CH:9]([CH2:19][OH:20])[CH2:10][N:11]([C:12]([O:14][C:15]([CH3:18])([CH3:17])[CH3:16])=[O:13])[C:6]=2[CH:5]=[CH:4][CH:3]=1.[C:21]1([CH3:31])[CH:26]=[CH:25][C:24]([S:27](Cl)(=[O:29])=[O:28])=[CH:23][CH:22]=1. The catalyst is N1C=CC=CC=1. The product is [Br:1][C:2]1[C:7]2[O:8][CH:9]([CH2:19][O:20][S:27]([C:24]3[CH:25]=[CH:26][C:21]([CH3:31])=[CH:22][CH:23]=3)(=[O:29])=[O:28])[CH2:10][N:11]([C:12]([O:14][C:15]([CH3:16])([CH3:17])[CH3:18])=[O:13])[C:6]=2[CH:5]=[CH:4][CH:3]=1. The yield is 0.920. (5) The reactants are [Cl:1][C:2]1[N:10]=[C:9]2[C:5]([NH:6][CH:7]=[N:8]2)=[C:4](Cl)[N:3]=1.[NH:12]1[CH2:17][CH2:16][O:15][CH2:14][CH2:13]1. The catalyst is O. The product is [Cl:1][C:2]1[N:10]=[C:9]2[C:5]([N:6]=[CH:7][NH:8]2)=[C:4]([N:12]2[CH2:17][CH2:16][O:15][CH2:14][CH2:13]2)[N:3]=1. The yield is 0.960. (6) The reactants are [Cl:1][C:2]1[CH:22]=[C:21]([Cl:23])[CH:20]=[CH:19][C:3]=1[CH2:4][N:5]1[C:9]([CH2:10][CH2:11][C:12]([OH:14])=O)=[CH:8][C:7]([O:15][CH:16]([CH3:18])[CH3:17])=[N:6]1.[CH2:24]([S:30]([NH2:33])(=[O:32])=[O:31])[CH2:25][CH2:26][CH2:27][CH2:28][CH3:29].N12CCCN=C1CCCCC2. The catalyst is O1CCCC1. The product is [Cl:1][C:2]1[CH:22]=[C:21]([Cl:23])[CH:20]=[CH:19][C:3]=1[CH2:4][N:5]1[C:9]([CH2:10][CH2:11][C:12]([NH:33][S:30]([CH2:24][CH2:25][CH2:26][CH2:27][CH2:28][CH3:29])(=[O:32])=[O:31])=[O:14])=[CH:8][C:7]([O:15][CH:16]([CH3:18])[CH3:17])=[N:6]1. The yield is 0.480. (7) The reactants are [CH2:1]([C:4]1[C:13]([OH:14])=[CH:12][C:11]([CH3:15])=[C:10]2[C:5]=1[CH2:6][CH2:7][C@@:8]([CH3:32])([CH2:16][CH2:17][CH2:18][C@H:19]([CH3:31])[CH2:20][CH2:21][CH2:22][C@H:23]([CH3:30])[CH2:24][CH2:25][CH2:26][CH:27]([CH3:29])[CH3:28])[O:9]2)[CH:2]=[CH2:3].C(#N)C.[O:36]=[N+]([O-])[O-].[O-][N+](=O)[O-].[O-][N+](=O)[O-].[O-][N+](=O)[O-].[O-][N+](=O)[O-].[O-][N+](=O)[O-].[Ce+4].[NH4+].[NH4+].CCOC(C)=O. The catalyst is O. The product is [CH2:1]([C:4]1[C:13](=[O:14])[CH:12]=[C:11]([CH3:15])[C:10](=[O:9])[C:5]=1[CH2:6][CH2:7][C@@:8]([OH:36])([CH3:32])[CH2:16][CH2:17][CH2:18][C@H:19]([CH3:31])[CH2:20][CH2:21][CH2:22][C@H:23]([CH3:30])[CH2:24][CH2:25][CH2:26][CH:27]([CH3:29])[CH3:28])[CH:2]=[CH2:3]. The yield is 0.960.